This data is from Full USPTO retrosynthesis dataset with 1.9M reactions from patents (1976-2016). The task is: Predict the reactants needed to synthesize the given product. (1) Given the product [C:21]([C:20]1[CH:23]=[C:16]([C:14]2[O:13][N:12]=[C:11]([C:6]3[CH:7]=[CH:8][CH:9]=[C:10]4[C:5]=3[CH2:4][CH2:3][C@@H:2]4[NH:1][S:31]([CH:30]=[CH2:29])(=[O:33])=[O:32])[N:15]=2)[CH:17]=[CH:18][C:19]=1[O:24][CH:25]([CH3:27])[CH3:26])#[N:22], predict the reactants needed to synthesize it. The reactants are: [NH2:1][C@@H:2]1[C:10]2[C:5](=[C:6]([C:11]3[N:15]=[C:14]([C:16]4[CH:17]=[CH:18][C:19]([O:24][CH:25]([CH3:27])[CH3:26])=[C:20]([CH:23]=4)[C:21]#[N:22])[O:13][N:12]=3)[CH:7]=[CH:8][CH:9]=2)[CH2:4][CH2:3]1.Cl[CH2:29][CH2:30][S:31](Cl)(=[O:33])=[O:32]. (2) Given the product [CH:11]1[CH:12]=[C:13]([F:14])[C:8]([CH2:7][N:6]2[N:5]=[N:4][C:3]([C:16]([NH2:19])=[O:18])=[CH:2]2)=[C:9]([F:15])[CH:10]=1, predict the reactants needed to synthesize it. The reactants are: C[C:2]1[N:6]([CH2:7][C:8]2[C:13]([F:14])=[CH:12][CH:11]=[CH:10][C:9]=2[F:15])[N:5]=[N:4][C:3]=1[C:16]([OH:18])=O.[NH3:19].